From a dataset of Full USPTO retrosynthesis dataset with 1.9M reactions from patents (1976-2016). Predict the reactants needed to synthesize the given product. (1) Given the product [CH2:1]([S:3][C:4]1[CH:9]=[CH:8][C:7]([CH2:10][C:11]2[C:12]([O:17][C@@H:18]3[O:35][C@H:34]([CH2:36][OH:37])[C@@H:29]([OH:30])[C@H:24]([OH:25])[C@H:19]3[OH:20])=[N:13][NH:14][C:15]=2[CH3:16])=[CH:6][CH:5]=1)[CH3:2], predict the reactants needed to synthesize it. The reactants are: [CH2:1]([S:3][C:4]1[CH:9]=[CH:8][C:7]([CH2:10][C:11]2[C:12]([O:17][C@@H:18]3[O:35][C@H:34]([CH2:36][O:37]C(=O)C)[C@@H:29]([O:30]C(=O)C)[C@H:24]([O:25]C(=O)C)[C@H:19]3[O:20]C(=O)C)=[N:13][NH:14][C:15]=2[CH3:16])=[CH:6][CH:5]=1)[CH3:2].C[O-].[Na+]. (2) Given the product [CH3:1][C@H:2]1[CH2:6][CH2:5][CH2:4][N:3]1[C:7]1[N:8]=[CH:9][C:10]([C:23]2[N:28]=[C:27]([NH2:29])[CH:26]=[N:25][CH:24]=2)=[CH:11][N:12]=1, predict the reactants needed to synthesize it. The reactants are: [CH3:1][C@H:2]1[CH2:6][CH2:5][CH2:4][N:3]1[C:7]1[N:12]=[CH:11][C:10](B2OC(C)(C)C(C)(C)O2)=[CH:9][N:8]=1.Cl[C:23]1[N:28]=[C:27]([NH2:29])[CH:26]=[N:25][CH:24]=1.C(=O)([O-])[O-].[Na+].[Na+]. (3) The reactants are: [C:1]([OH:10])(=[O:9])[C@@H:2]([C@H:4]([C:6]([OH:8])=[O:7])[OH:5])[OH:3].[OH:11][C:12]([CH3:31])([CH3:30])[CH2:13][CH2:14][N:15]([CH2:25][CH:26]1[CH2:29][NH:28][CH2:27]1)[CH2:16][C:17]1[CH:22]=[CH:21][C:20]([Cl:23])=[CH:19][C:18]=1[Cl:24]. Given the product [C:6]([C@@H:4]([C@H:2]([C:1]([OH:10])=[O:9])[OH:3])[OH:5])([OH:8])=[O:7].[OH:11][C:12]([CH3:31])([CH3:30])[CH2:13][CH2:14][N:15]([CH2:25][CH:26]1[CH2:29][NH:28][CH2:27]1)[CH2:16][C:17]1[CH:22]=[CH:21][C:20]([Cl:23])=[CH:19][C:18]=1[Cl:24], predict the reactants needed to synthesize it. (4) Given the product [NH:23]1[C:3]2[C:2](=[CH:7][CH:6]=[C:5]([C:8]3[N:9]=[C:10]([N:17]4[CH2:18][CH2:19][O:20][CH2:21][CH2:22]4)[C:11]4[S:16][CH:15]=[CH:14][C:12]=4[N:13]=3)[CH:4]=2)[CH:1]=[N:24]1, predict the reactants needed to synthesize it. The reactants are: [CH3:1][C:2]1[CH:7]=[CH:6][C:5]([C:8]2[N:9]=[C:10]([N:17]3[CH2:22][CH2:21][O:20][CH2:19][CH2:18]3)[C:11]3[S:16][CH:15]=[CH:14][C:12]=3[N:13]=2)=[CH:4][C:3]=1[NH2:23].[N:24](OCCC(C)C)=O.